This data is from Catalyst prediction with 721,799 reactions and 888 catalyst types from USPTO. The task is: Predict which catalyst facilitates the given reaction. (1) Reactant: [N+:1]([C:4]1[CH:9]=[CH:8][CH:7]=[CH:6][C:5]=1[S:10]([NH:13][C:14]1[CH:23]=[CH:22][C:21]2[CH2:20][CH2:19][CH2:18][CH2:17][C:16]=2[C:15]=1[C:24]([OH:26])=[O:25])(=[O:12])=[O:11])([O-])=O. Product: [NH2:1][C:4]1[CH:9]=[CH:8][CH:7]=[CH:6][C:5]=1[S:10]([NH:13][C:14]1[CH:23]=[CH:22][C:21]2[CH2:20][CH2:19][CH2:18][CH2:17][C:16]=2[C:15]=1[C:24]([OH:26])=[O:25])(=[O:12])=[O:11]. The catalyst class is: 94. (2) Reactant: [CH2:1]([S:3]([N:6]1[CH2:11][CH2:10][C:9]([CH2:16][NH2:17])([CH2:12][CH:13]([CH3:15])[CH3:14])[CH2:8][CH2:7]1)(=[O:5])=[O:4])[CH3:2].N=C=N.[Cl:21][C:22]1[CH:30]=[C:29]([C:31]([F:34])([F:33])[F:32])[CH:28]=[CH:27][C:23]=1[C:24](O)=[O:25]. Product: [Cl:21][C:22]1[CH:30]=[C:29]([C:31]([F:32])([F:33])[F:34])[CH:28]=[CH:27][C:23]=1[C:24]([NH:17][CH2:16][C:9]1([CH2:12][CH:13]([CH3:14])[CH3:15])[CH2:8][CH2:7][N:6]([S:3]([CH2:1][CH3:2])(=[O:4])=[O:5])[CH2:11][CH2:10]1)=[O:25]. The catalyst class is: 4. (3) Reactant: [CH3:1][O:2][C:3](=[O:14])[CH2:4][O:5][C:6]1[CH:11]=[CH:10][C:9]([CH:12]=[O:13])=[CH:8][CH:7]=1.[B-].[Na+].Cl. Product: [CH3:1][O:2][C:3](=[O:14])[CH2:4][O:5][C:6]1[CH:11]=[CH:10][C:9]([CH2:12][OH:13])=[CH:8][CH:7]=1. The catalyst class is: 5. (4) Reactant: [N:1]1([CH2:7][CH2:8][OH:9])[CH2:6][CH2:5][O:4][CH2:3][CH2:2]1.[Br:10][C:11]1[CH:16]=[CH:15][C:14](O)=[CH:13][CH:12]=1.C1(P(C2C=CC=CC=2)C2C=CC=CC=2)C=CC=CC=1.CC(OC(/N=N/C(OC(C)C)=O)=O)C. Product: [Br:10][C:11]1[CH:16]=[CH:15][C:14]([O:9][CH2:8][CH2:7][N:1]2[CH2:6][CH2:5][O:4][CH2:3][CH2:2]2)=[CH:13][CH:12]=1. The catalyst class is: 56. (5) Product: [F:1][C:2]1[CH:9]=[CH:8][C:7]([CH:10]2[C:23]3[CH:22]=[CH:21][C:20]4[C:15](=[N:16][CH:17]=[CH:18][CH:19]=4)[C:14]=3[NH:13][S:12](=[O:25])(=[O:24])[N:11]2[CH3:26])=[CH:6][C:3]=1[CH2:4][NH:13][CH2:14][CH2:15][N:16]1[CH2:37][CH2:38][O:42][CH2:41][CH2:17]1. Reactant: [F:1][C:2]1[CH:9]=[CH:8][C:7]([CH:10]2[C:23]3[CH:22]=[CH:21][C:20]4[C:15](=[N:16][CH:17]=[CH:18][CH:19]=4)[C:14]=3[NH:13][S:12](=[O:25])(=[O:24])[N:11]2[CH3:26])=[CH:6][C:3]=1[CH:4]=O.C(O[BH-](O[C:37](=O)[CH3:38])OC(=O)C)(=O)C.[Na+].[CH3:41][OH:42]. The catalyst class is: 26. (6) Reactant: [NH2:1]C1C=CC(C2CCC(C(OC)=O)C2)=CC=1.[C:17]1([CH2:23][CH2:24][CH2:25][CH:26]([C:32]([O:34][CH2:35][CH3:36])=[O:33])[C:27]([O:29][CH2:30][CH3:31])=[O:28])[CH:22]=[CH:21][CH:20]=[CH:19][CH:18]=1.CCOC(C)=O. Product: [NH2:1][C:20]1[CH:19]=[CH:18][C:17]([CH2:23][CH2:24][CH2:25][CH:26]([C:27]([O:29][CH2:30][CH3:31])=[O:28])[C:32]([O:34][CH2:35][CH3:36])=[O:33])=[CH:22][CH:21]=1. The catalyst class is: 14. (7) Reactant: [CH3:1][C:2]1[CH:3]=[C:4]([C:12]2[CH:17]=[C:16]([C:18]([F:21])([F:20])[F:19])[N:15]3[N:22]=[CH:23][CH:24]=[C:14]3[N:13]=2)[CH:5]=[CH:6][C:7]=1[C:8]([F:11])([F:10])[F:9].C([O-])(=O)C.[Na+].[I:30]Cl. Product: [I:30][C:24]1[CH:23]=[N:22][N:15]2[C:16]([C:18]([F:21])([F:19])[F:20])=[CH:17][C:12]([C:4]3[CH:5]=[CH:6][C:7]([C:8]([F:9])([F:10])[F:11])=[C:2]([CH3:1])[CH:3]=3)=[N:13][C:14]=12. The catalyst class is: 86. (8) Reactant: [F:1][C:2]1[CH:7]=[CH:6][CH:5]=[CH:4][C:3]=1[C:8]1[N:16]2[C:11]([CH:12]=[CH:13][CH:14]=[CH:15]2)=[CH:10][C:9]=1[CH:17]([N:19]1[C:23]2=[N:24][CH:25]=[N:26][C:27]([NH2:28])=[C:22]2[C:21](I)=[N:20]1)[CH3:18].[F:30][C:31]1[CH:32]=[C:33](B(O)O)[CH:34]=[C:35]([OH:37])[CH:36]=1.CCO.C([O-])([O-])=O.[Na+].[Na+]. Product: [NH2:28][C:27]1[N:26]=[CH:25][N:24]=[C:23]2[N:19]([CH:17]([C:9]3[CH:10]=[C:11]4[N:16]([C:8]=3[C:3]3[CH:4]=[CH:5][CH:6]=[CH:7][C:2]=3[F:1])[CH:15]=[CH:14][CH:13]=[CH:12]4)[CH3:18])[N:20]=[C:21]([C:33]3[CH:34]=[C:35]([OH:37])[CH:36]=[C:31]([F:30])[CH:32]=3)[C:22]=12. The catalyst class is: 104. (9) Reactant: [Cl:1][C:2]1[N:7]=[CH:6][C:5]([S:8][C:9]2[N:13]([C:14]3[CH:19]=[CH:18][CH:17]=[C:16]([F:20])[C:15]=3[CH3:21])[N:12]=[C:11]([C:22](OCC)=[O:23])[CH:10]=2)=[CH:4][CH:3]=1.[CH3:27][NH2:28].CO. Product: [Cl:1][C:2]1[N:7]=[CH:6][C:5]([S:8][C:9]2[N:13]([C:14]3[CH:19]=[CH:18][CH:17]=[C:16]([F:20])[C:15]=3[CH3:21])[N:12]=[C:11]([C:22]([NH:28][CH3:27])=[O:23])[CH:10]=2)=[CH:4][CH:3]=1. The catalyst class is: 5. (10) Reactant: [C:1]1([CH:7]2[C:11]3([CH2:16][CH2:15][NH:14][CH2:13][CH2:12]3)[C:10](=[O:17])[NH:9][CH2:8]2)[CH:6]=[CH:5][CH:4]=[CH:3][CH:2]=1.[CH:18]12[O:24][CH:23]1[CH2:22][CH2:21][CH2:20][CH2:19]2. Product: [O:24]=[C:23]1[CH2:18][CH2:19][CH2:20][CH2:21][CH:22]1[N:14]1[CH2:13][CH2:12][C:11]2([C:10](=[O:17])[NH:9][CH2:8][CH:7]2[C:1]2[CH:2]=[CH:3][CH:4]=[CH:5][CH:6]=2)[CH2:16][CH2:15]1. The catalyst class is: 8.